From a dataset of Peptide-MHC class I binding affinity with 185,985 pairs from IEDB/IMGT. Regression. Given a peptide amino acid sequence and an MHC pseudo amino acid sequence, predict their binding affinity value. This is MHC class I binding data. (1) The peptide sequence is QFLKFSLPFPFLYKFLL. The MHC is HLA-A11:01 with pseudo-sequence HLA-A11:01. The binding affinity (normalized) is 0.328. (2) The peptide sequence is GRNQFVDGL. The MHC is HLA-A02:01 with pseudo-sequence HLA-A02:01. The binding affinity (normalized) is 0.213. (3) The peptide sequence is MMKDEPVVF. The MHC is HLA-A24:02 with pseudo-sequence HLA-A24:02. The binding affinity (normalized) is 0.502.